Dataset: Experimentally validated miRNA-target interactions with 360,000+ pairs, plus equal number of negative samples. Task: Binary Classification. Given a miRNA mature sequence and a target amino acid sequence, predict their likelihood of interaction. (1) The miRNA is hsa-miR-127-3p with sequence UCGGAUCCGUCUGAGCUUGGCU. The protein sequence of the target gene is MAGSLPPCVVDCGTGYTKLGYAGNTEPQFIIPSCIAIRESAKVVDQAQRRVLRGVDDLDFFIGDEAIDKPTYATKWPIRHGIIEDWDLMERFMEQVVFKYLRAEPEDHYFLMTEPPLNTPENREYLAEIMFESFNVPGLYIAVQAVLALAASWTSRQVGERTLTGIVIDSGDGVTHVIPVAEGYVIGSCIKHIPIAGRDITYFIQQLLREREVGIPPEQSLETAKAIKEKYCYICPDIVKEFAKYDVDPRKWIKQYTGINAINQKKFVIDVGYERFLGPEIFFHPEFANPDFMESISDVV.... Result: 1 (interaction). (2) The protein sequence of the target gene is MAKAYDHLFKLLLIGDSGVGKTCLIIRFAEDNFNNTYISTIGIDFKIRTVDIEGKKIKLQVWDTAGQERFKTITTAYYRGAMGIILVYDITDEKSFENIQNWMKSIKENASAGVERLLLGNKCDMEAKRKVQKEQADKLAREHGIRFFETSAKSSMNVDEAFSSLARDILLKSGGRRSGNGNKPPSTDLKTCDKKNTNKCSLG. Result: 1 (interaction). The miRNA is hsa-miR-6515-3p with sequence UCUCUUCAUCUACCCCCCAG. (3) The miRNA is mmu-miR-1903 with sequence CCUUCUUCUUCUUCCUGAGACA. The protein sequence of the target gene is MAAAGGSSNCPPPPPPPPPNNNNNNNTPKSPGVPDAEDDDERRHDELPEDINNFDEDMNRQFENMNLLDQVELLAQSYSLLDHLDDFDDDDEDDDFDPEPDQDELPEYSDDDDLELQGAAAAPIPNFFSDDDCLEDLPEKFDGNPDMLGPFMYQCQLFMEKSTRDFSVDRIRVCFVTSMLIGRAARWATAKLQRCTYLMHNYTAFMMELKHVFEDPQRREAAKRKIRRLRQGPGPVVDYSNAFQMIAQDLDWTEPALMDQFQEGLNPDIRAELSRQEAPKTLAALITACIHIERRLARDA.... Result: 0 (no interaction). (4) The miRNA is hsa-miR-6868-5p with sequence ACUGGCAGAACACUGAAGCAGC. The protein sequence of the target gene is MKVTGIFLLSALALLSLSGNTGADSLGREAKCYNELNGCTKIYDPVCGTDGNTYPNECVLCFENRKRQTSILIQKSGPC. Result: 0 (no interaction). (5) The miRNA is cel-miR-799 with sequence UGAACCCUGAUAAAGCUAGUGG. The protein sequence of the target gene is MTTVHTFSILLFFCSLFSASLIIAKVQHHDFVIQETPVKRLCKTRNAITVNGMFPGPTLEVNNGDTLEVKVHNRARYNITIHWHGVRQIRTGWADGPEFVTQCPIRPGKSYTYRFTIQGQEGTLWWHAHSSWLRATVYGALIIHPTPGSSFPFPKPDRQTALMLGEWWNANPVDVINQATRTGAAPNISDAYTINGQPGDLYNCSTKETVVVPINSGETSLLRVINAALNQPLFFTVANHKLTVVGADASYLKPFTTKVLMLGPGQTTDVLLTADQPPKRYYIAARAYQSAQNAPFDNTT.... Result: 0 (no interaction).